This data is from Catalyst prediction with 721,799 reactions and 888 catalyst types from USPTO. The task is: Predict which catalyst facilitates the given reaction. (1) Reactant: C(OC([N:8]([C:16]1[C:20]2[CH:21]=[C:22]([Cl:35])[C:23]([CH2:25][O:26][CH:27]3[CH2:32][CH2:31][C:30]([F:34])([F:33])[CH2:29][CH2:28]3)=[CH:24][C:19]=2[O:18][N:17]=1)C(=O)OC(C)(C)C)=O)(C)(C)C. Product: [Cl:35][C:22]1[C:23]([CH2:25][O:26][CH:27]2[CH2:28][CH2:29][C:30]([F:34])([F:33])[CH2:31][CH2:32]2)=[CH:24][C:19]2[O:18][N:17]=[C:16]([NH2:8])[C:20]=2[CH:21]=1. The catalyst class is: 137. (2) Reactant: P(Cl)(Cl)([Cl:3])=O.[F:6][C:7]1[CH:8]=[N:9][CH:10]=[CH:11][C:12]=1[C:13]1[N:18]=[C:17](S)[N:16]([CH3:20])[C:15](=[O:21])[CH:14]=1. Product: [Cl:3][C:17]1[N:16]([CH3:20])[C:15](=[O:21])[CH:14]=[C:13]([C:12]2[CH:11]=[CH:10][N:9]=[CH:8][C:7]=2[F:6])[N:18]=1. The catalyst class is: 9.